This data is from Reaction yield outcomes from USPTO patents with 853,638 reactions. The task is: Predict the reaction yield, written as a fraction of the theoretical maximum amount of product (1.0 means a 100% yield; for example, 0.34 means a 34% yield). (1) The reactants are C([O:3][CH2:4][CH2:5][O:6][NH:7][C:8]([C:10]1[CH:15]=[CH:14][N:13]2[CH:16]=[N:17][CH:18]=[C:12]2[C:11]=1[NH:19][C:20]1[CH:25]=[CH:24][C:23]([S:26][CH3:27])=[CH:22][C:21]=1[F:28])=[O:9])=C. The catalyst is CO.ClCCl. The product is [OH:3][CH2:4][CH2:5][O:6][NH:7][C:8]([C:10]1[CH:15]=[CH:14][N:13]2[CH:16]=[N:17][CH:18]=[C:12]2[C:11]=1[NH:19][C:20]1[CH:25]=[CH:24][C:23]([S:26][CH3:27])=[CH:22][C:21]=1[F:28])=[O:9]. The yield is 0.510. (2) The yield is 0.840. The reactants are [CH3:1][O:2][C:3]1[CH:4]=[C:5](Cl)[CH:6]=[CH:7][CH:8]=1.[C:10]([C:13]1[CH:18]=[CH:17][CH:16]=[CH:15][CH:14]=1)(=[O:12])[CH3:11].P. The catalyst is C1(C)C=CC=CC=1.C(Cl)C=CC1C=CC=CC=1.[Pd]. The product is [O:2]([C:3]1[CH:4]=[C:5]([CH2:11][C:10]([C:13]2[CH:18]=[CH:17][CH:16]=[CH:15][CH:14]=2)=[O:12])[CH:6]=[CH:7][CH:8]=1)[CH3:1]. (3) The reactants are Br[C:2]1[CH:3]=[C:4]([NH:10][C:11]2[CH:21]=[C:14]3[CH2:15][N:16]([CH2:19][CH3:20])[CH2:17][CH2:18][N:13]3[N:12]=2)[C:5](=[O:9])[N:6]([CH3:8])[CH:7]=1.[B:22]1([B:22]2[O:26][C:25]([CH3:28])([CH3:27])[C:24]([CH3:30])([CH3:29])[O:23]2)[O:26][C:25]([CH3:28])([CH3:27])[C:24]([CH3:30])([CH3:29])[O:23]1.CC(C1C=C(C(C)C)C(C2C=CC=CC=2P(C2CCCCC2)C2CCCCC2)=C(C(C)C)C=1)C.C([O-])(=O)C.[K+]. The catalyst is C1C=CC(/C=C/C(/C=C/C2C=CC=CC=2)=O)=CC=1.C1C=CC(/C=C/C(/C=C/C2C=CC=CC=2)=O)=CC=1.C1C=CC(/C=C/C(/C=C/C2C=CC=CC=2)=O)=CC=1.[Pd].[Pd].O1CCOCC1. The product is [CH2:19]([N:16]1[CH2:17][CH2:18][N:13]2[N:12]=[C:11]([NH:10][C:4]3[C:5](=[O:9])[N:6]([CH3:8])[CH:7]=[C:2]([B:22]4[O:26][C:25]([CH3:28])([CH3:27])[C:24]([CH3:30])([CH3:29])[O:23]4)[CH:3]=3)[CH:21]=[C:14]2[CH2:15]1)[CH3:20]. The yield is 0.300. (4) The reactants are [NH2:1][C:2]1[N:7]=[C:6]([NH2:8])[C:5]([OH:9])=[C:4]([CH2:10][CH3:11])[N:3]=1.O.[OH-].[Li+].Br[CH2:16][CH2:17][CH2:18][N:19]1[C:27]2[C:22](=[CH:23][CH:24]=[CH:25][CH:26]=2)[CH:21]=[CH:20]1. The catalyst is CN(C=O)C.ClCCl. The product is [NH2:1][C:2]1[N:7]=[C:6]([NH2:8])[C:5]([O:9][CH2:16][CH2:17][CH2:18][N:19]2[C:27]3[C:22](=[CH:23][CH:24]=[CH:25][CH:26]=3)[CH:21]=[CH:20]2)=[C:4]([CH2:10][CH3:11])[N:3]=1. The yield is 0.480. (5) The catalyst is C(#N)C. The reactants are [CH2:1]([C@@:8]1([C:13]([OH:15])=[O:14])[CH2:12][CH2:11][CH2:10][NH:9]1)[C:2]1[CH:7]=[CH:6][CH:5]=[CH:4][CH:3]=1.O.O.O.O.O.[OH-].C[N+](C)(C)C.[CH3:27][C:28]([O:31][C:32](O[C:32]([O:31][C:28]([CH3:30])([CH3:29])[CH3:27])=[O:33])=[O:33])([CH3:30])[CH3:29]. The product is [C:28]([O:31][C:32]([N:9]1[CH2:10][CH2:11][CH2:12][C@@:8]1([CH2:1][C:2]1[CH:3]=[CH:4][CH:5]=[CH:6][CH:7]=1)[C:13]([OH:15])=[O:14])=[O:33])([CH3:30])([CH3:29])[CH3:27]. The yield is 0.410. (6) The reactants are [CH:1]1([C:4]([C:14]2[CH:19]=[CH:18][C:17]([C:20](=[O:26])[N:21]([CH2:24][CH3:25])[CH2:22][CH3:23])=[CH:16][CH:15]=2)([C:6]2[CH:11]=[CH:10][CH:9]=[C:8]([O:12][CH3:13])[CH:7]=2)O)[CH2:3][CH2:2]1.[BrH:27].O. The catalyst is C(O)(=O)C. The product is [Br:27][CH2:3][CH2:2][CH:1]=[C:4]([C:14]1[CH:19]=[CH:18][C:17]([C:20](=[O:26])[N:21]([CH2:24][CH3:25])[CH2:22][CH3:23])=[CH:16][CH:15]=1)[C:6]1[CH:11]=[CH:10][CH:9]=[C:8]([O:12][CH3:13])[CH:7]=1. The yield is 0.950. (7) The reactants are I[C:2]1[CH:7]=[CH:6][C:5]([I:8])=[CH:4][C:3]=1[N+:9]([O-:11])=[O:10].C1([Mg]Cl)C=CC=CC=1.[CH3:20][C:21]([CH3:25])([CH3:24])[CH:22]=[O:23]. The catalyst is C1COCC1. The product is [I:8][C:5]1[CH:6]=[CH:7][C:2]([CH:22]([OH:23])[C:21]([CH3:25])([CH3:24])[CH3:20])=[C:3]([N+:9]([O-:11])=[O:10])[CH:4]=1. The yield is 0.810. (8) The reactants are [CH:1]1([N:4]2[C:8]([N:9]3[CH2:15][CH2:14][CH2:13][C@@H:12]([NH:16][C:17](=[O:22])[C:18]([F:21])([F:20])[F:19])[CH2:11][CH2:10]3)=[C:7]([N+:23]([O-])=O)[CH:6]=[N:5]2)[CH2:3][CH2:2]1.[C:26]([O:30][C:31]([NH:33][C:34]1[S:38][C:37]([C:39]2[CH:44]=[CH:43][CH:42]=[CH:41][C:40]=2[F:45])=[N:36][C:35]=1[C:46](O)=[O:47])=[O:32])([CH3:29])([CH3:28])[CH3:27]. No catalyst specified. The product is [F:45][C:40]1[CH:41]=[CH:42][CH:43]=[CH:44][C:39]=1[C:37]1[S:38][C:34]([NH:33][C:31](=[O:32])[O:30][C:26]([CH3:28])([CH3:27])[CH3:29])=[C:35]([C:46](=[O:47])[NH:23][C:7]2[CH:6]=[N:5][N:4]([CH:1]3[CH2:3][CH2:2]3)[C:8]=2[N:9]2[CH2:15][CH2:14][CH2:13][C@@H:12]([NH:16][C:17](=[O:22])[C:18]([F:21])([F:20])[F:19])[CH2:11][CH2:10]2)[N:36]=1. The yield is 0.760.